Dataset: Full USPTO retrosynthesis dataset with 1.9M reactions from patents (1976-2016). Task: Predict the reactants needed to synthesize the given product. (1) Given the product [Cl:20][C:13]1[N:12]=[C:11]2[CH2:5][C:4](=[O:3])[NH:17][C:16]2=[CH:15][CH:14]=1, predict the reactants needed to synthesize it. The reactants are: C([O:3][C:4](=O)[CH:5]([C:11]1[C:16]([N+:17]([O-])=O)=[CH:15][CH:14]=[C:13]([Cl:20])[N:12]=1)C(OCC)=O)C.C(OC(=O)C(C1C=CC([N+]([O-])=O)=C(Cl)N=1)C(OCC)=O)C. (2) Given the product [CH:1]1([N:7]2[C:12](=[O:13])[C:11]3[S:14][CH:15]=[C:16]([C:17]4[CH:18]=[CH:19][CH:20]=[CH:21][C:22]=4[F:35])[C:10]=3[N:9]=[CH:8]2)[CH2:6][CH2:5][CH2:4]1, predict the reactants needed to synthesize it. The reactants are: [C:1]1([N:7]2[C:12](=[O:13])[C:11]3[S:14][CH:15]=[C:16]([C:17]4[CH:22]=[CH:21][CH:20]=[CH:19][CH:18]=4)[C:10]=3[N:9]=[CH:8]2)[CH:6]=[CH:5][CH:4]=CC=1.NC1C(C2C=CC=CC=2[F:35])=CSC=1C(OC)=O.C(OCC)(OCC)OCC.C1(N)CCC1. (3) Given the product [CH3:7][N:5]([CH3:6])[C:3](=[O:4])[C@H:2]([NH:1][C:65]1[CH:69]=[C:68]([C:70]#[C:71][C:72]([CH3:74])([CH3:75])[CH3:73])[S:67][C:66]=1[C:76]([O:78][CH3:79])=[O:77])[C@H:8]([O:10][CH3:11])[CH3:9], predict the reactants needed to synthesize it. The reactants are: [NH2:1][C@H:2]([C@H:8]([O:10][CH3:11])[CH3:9])[C:3]([N:5]([CH3:7])[CH3:6])=[O:4].C(=O)([O-])[O-].[Cs+].[Cs+].C1C=CC(P(C2C(C3C(P(C4C=CC=CC=4)C4C=CC=CC=4)=CC=C4C=3C=CC=C4)=C3C(C=CC=C3)=CC=2)C2C=CC=CC=2)=CC=1.Br[C:65]1[CH:69]=[C:68]([C:70]#[C:71][C:72]([CH3:75])([CH3:74])[CH3:73])[S:67][C:66]=1[C:76]([O:78][CH3:79])=[O:77]. (4) Given the product [N:1]([CH2:17][C:16]1[CH:19]=[CH:20][C:13]([C:11]([CH:5]2[CH2:10][CH2:9][CH2:8][CH2:7][CH2:6]2)=[O:12])=[CH:14][CH:15]=1)=[N+:2]=[N-:3], predict the reactants needed to synthesize it. The reactants are: [N-:1]=[N+:2]=[N-:3].[Na+].[CH:5]1([C:11]([C:13]2[CH:20]=[CH:19][C:16]([CH2:17]Br)=[CH:15][CH:14]=2)=[O:12])[CH2:10][CH2:9][CH2:8][CH2:7][CH2:6]1.O. (5) Given the product [Cl:24][CH2:23][C:18]1[CH:19]=[CH:20][CH:21]=[CH:22][C:17]=1[CH:16]=[C:15]([O:14][CH3:13])[O:5][Si:2]([CH3:4])([CH3:3])[CH3:1], predict the reactants needed to synthesize it. The reactants are: [CH3:1][Si:2]([O:5]S(C(F)(F)F)(=O)=O)([CH3:4])[CH3:3].[CH3:13][O:14][C:15](=O)[CH2:16][C:17]1[CH:22]=[CH:21][CH:20]=[CH:19][C:18]=1[CH2:23][Cl:24]. (6) Given the product [C:1]([O:5][C:6](=[O:31])[NH:7][CH2:8][CH2:9][C@H:10]([NH2:13])[CH2:11][N:49]1[CH2:54][CH2:53][O:52][CH2:51][CH2:50]1)([CH3:2])([CH3:3])[CH3:4], predict the reactants needed to synthesize it. The reactants are: [C:1]([O:5][C:6](=[O:31])[NH:7][CH2:8][CH2:9][C@H:10]([NH:13]C(OCC1C2C=CC=CC=2C2C1=CC=CC=2)=O)[CH2:11]O)([CH3:4])([CH3:3])[CH3:2].CS(Cl)(=O)=O.C(N(CC)CC)C.C(=O)(O)[O-].[Na+].[NH:49]1[CH2:54][CH2:53][O:52][CH2:51][CH2:50]1.Cl. (7) Given the product [Br:1][C:2]1[C:3](=[O:32])[N:4]([C:19]2[CH:27]=[C:26]([C:28]([NH:30][CH3:31])=[O:29])[CH:25]=[CH:24][C:20]=2[C:21]([NH:35][CH3:34])=[O:23])[C:5]([CH3:18])=[CH:6][C:7]=1[O:8][CH2:9][C:10]1[CH:15]=[CH:14][C:13]([F:16])=[CH:12][C:11]=1[F:17], predict the reactants needed to synthesize it. The reactants are: [Br:1][C:2]1[C:3](=[O:32])[N:4]([C:19]2[CH:27]=[C:26]([C:28]([NH:30][CH3:31])=[O:29])[CH:25]=[CH:24][C:20]=2[C:21]([OH:23])=O)[C:5]([CH3:18])=[CH:6][C:7]=1[O:8][CH2:9][C:10]1[CH:15]=[CH:14][C:13]([F:16])=[CH:12][C:11]=1[F:17].Cl.[CH3:34][N:35](C)CCCC(N=C=N)C.ON1C2C=CC=CC=2N=N1.CN. (8) Given the product [Cl:1][C:2]1[CH:7]=[CH:6][C:5]([S:8]([CH2:18][C:17]2[CH:20]=[CH:21][C:14]([O:13][CH3:12])=[CH:15][CH:16]=2)(=[O:10])=[O:9])=[CH:4][CH:3]=1, predict the reactants needed to synthesize it. The reactants are: [Cl:1][C:2]1[CH:7]=[CH:6][C:5]([S:8]([O-:10])=[O:9])=[CH:4][CH:3]=1.[Na+].[CH3:12][O:13][C:14]1[CH:21]=[CH:20][C:17]([CH2:18]Cl)=[CH:16][CH:15]=1.